This data is from Forward reaction prediction with 1.9M reactions from USPTO patents (1976-2016). The task is: Predict the product of the given reaction. (1) Given the reactants Br[C:2]1[CH:14]=[CH:13][C:12]2[C:11]3[C:6](=[CH:7][C:8](Br)=[CH:9][CH:10]=3)[C:5]([C:38]3[CH:43]=[CH:42][C:41]([O:44][CH2:45][CH2:46][O:47][CH2:48][CH2:49][O:50][CH2:51][CH2:52][O:53][CH3:54])=[C:40]([C:55]([O:57][CH2:58][CH3:59])=[O:56])[CH:39]=3)([C:16]3[CH:21]=[CH:20][C:19]([O:22][CH2:23][CH2:24][O:25][CH2:26][CH2:27][O:28][CH2:29][CH2:30][O:31][CH3:32])=[C:18]([C:33]([O:35][CH2:36][CH3:37])=[O:34])[CH:17]=3)[C:4]=2[CH:3]=1.CC1(C)C(C)(C)OB(C2C=CC3C4C(=CC(B5OC(C)(C)C(C)(C)O5)=CC=4)C(C4C=CC(OCCOCCOCCOC)=C(C(OCC)=O)C=4)(C4C=CC(OCCOCCOCCOC)=C(C(OCC)=O)C=4)C=3C=2)O1.C(=O)([O-])[O-].[Na+].[Na+].C(C1C=CC(B(O)O)=CC=1)(C)(C)C.C(N(CC)C(=S)[S-])C.[Na+], predict the reaction product. The product is: [CH2:58]([O:57][C:55]([C:40]1[CH:39]=[C:38]([C:5]2([C:16]3[CH:21]=[CH:20][C:19]([O:22][CH2:23][CH2:24][O:25][CH2:26][CH2:27][O:28][CH2:29][CH2:30][O:31][CH3:32])=[C:18]([C:33]([O:35][CH2:36][CH3:37])=[O:34])[CH:17]=3)[C:6]3[CH:7]=[CH:8][CH:9]=[CH:10][C:11]=3[C:12]3[C:4]2=[CH:3][CH:2]=[CH:14][CH:13]=3)[CH:43]=[CH:42][C:41]=1[O:44][CH2:45][CH2:46][O:47][CH2:48][CH2:49][O:50][CH2:51][CH2:52][O:53][CH3:54])=[O:56])[CH3:59]. (2) Given the reactants [Cl:1][C:2]1[S:6][C:5]([C:7]2[O:11][N:10]=[C:9]([C:12](O)=[O:13])[CH:8]=2)=[CH:4][CH:3]=1.B.O1CCCC1, predict the reaction product. The product is: [Cl:1][C:2]1[S:6][C:5]([C:7]2[O:11][N:10]=[C:9]([CH2:12][OH:13])[CH:8]=2)=[CH:4][CH:3]=1. (3) Given the reactants [CH:1]([O:4][C:5](=[O:25])[NH:6][C:7]1[CH:12]=[CH:11][C:10]([C:13]2[NH:14][C:15]3[C:20]([C:21]=2[Cl:22])=[CH:19][CH:18]=[C:17]([O:23][CH3:24])[CH:16]=3)=[CH:9][CH:8]=1)([CH3:3])[CH3:2].C([O-])([O-])=O.[Cs+].[Cs+].Br[CH2:33][CH:34]1[CH2:36][CH2:35]1.CN(C=O)C, predict the reaction product. The product is: [CH:1]([O:4][C:5](=[O:25])[NH:6][C:7]1[CH:8]=[CH:9][C:10]([C:13]2[N:14]([CH2:33][CH:34]3[CH2:36][CH2:35]3)[C:15]3[C:20]([C:21]=2[Cl:22])=[CH:19][CH:18]=[C:17]([O:23][CH3:24])[CH:16]=3)=[CH:11][CH:12]=1)([CH3:3])[CH3:2]. (4) Given the reactants Cl[C:2]1[N:7]=[C:6]([Cl:8])[N:5]=[CH:4][N:3]=1.C([O-])([O-])=O.[K+].[K+].[Cl:15][C:16]1[CH:17]=[C:18]([CH:20]=[CH:21][CH:22]=1)[NH2:19], predict the reaction product. The product is: [Cl:15][C:16]1[CH:17]=[C:18]([NH:19][C:2]2[N:7]=[C:6]([Cl:8])[N:5]=[CH:4][N:3]=2)[CH:20]=[CH:21][CH:22]=1. (5) Given the reactants [NH2:1][CH2:2][CH2:3][CH2:4][CH2:5][C@H:6]([NH:17][C:18](=[O:33])[C:19]1[CH:24]=[CH:23][C:22]([C:25]([N:27]2[CH2:31][CH2:30][CH2:29][CH2:28]2)=[O:26])=[C:21]([CH3:32])[CH:20]=1)[C:7]1[NH:11][C:10]2[CH:12]=[CH:13][C:14]([Cl:16])=[CH:15][C:9]=2[N:8]=1.C(N(C(C)C)CC)(C)C.[O:43]=[C:44]1[NH:48][CH2:47][CH:46]([C:49](O)=[O:50])[CH2:45]1, predict the reaction product. The product is: [Cl:16][C:14]1[CH:13]=[CH:12][C:10]2[NH:11][C:7]([C@@H:6]([NH:17][C:18](=[O:33])[C:19]3[CH:24]=[CH:23][C:22]([C:25]([N:27]4[CH2:28][CH2:29][CH2:30][CH2:31]4)=[O:26])=[C:21]([CH3:32])[CH:20]=3)[CH2:5][CH2:4][CH2:3][CH2:2][NH:1][C:49]([CH:46]3[CH2:45][C:44](=[O:43])[NH:48][CH2:47]3)=[O:50])=[N:8][C:9]=2[CH:15]=1. (6) Given the reactants COC(C1C=C(OC2C=CC(S(C)(=O)=O)=CC=2)C=C2OC(C)CC=12)=O.[C:26]([O:30][C:31]([C:33]1[CH:44]=[C:43]([OH:45])[C:36]2[CH2:37][C:38]([CH2:41][OH:42])([CH3:40])[O:39][C:35]=2[CH:34]=1)=[O:32])([CH3:29])([CH3:28])[CH3:27].[N:46]1([C:50]([C:52]2[CH:57]=[CH:56][C:55](F)=[CH:54][C:53]=2[F:59])=[O:51])[CH2:49][CH2:48][CH2:47]1, predict the reaction product. The product is: [C:26]([O:30][C:31]([C:33]1[CH:44]=[C:43]([O:45][C:55]2[CH:56]=[CH:57][C:52]([C:50]([N:46]3[CH2:49][CH2:48][CH2:47]3)=[O:51])=[C:53]([F:59])[CH:54]=2)[C:36]2[CH2:37][C:38]([CH2:41][OH:42])([CH3:40])[O:39][C:35]=2[CH:34]=1)=[O:32])([CH3:27])([CH3:28])[CH3:29].